From a dataset of Reaction yield outcomes from USPTO patents with 853,638 reactions. Predict the reaction yield, written as a fraction of the theoretical maximum amount of product (1.0 means a 100% yield; for example, 0.34 means a 34% yield). (1) The reactants are [CH3:1][O-].[Na+].[C:4]([O:8]CC)(=O)[CH2:5][CH3:6].C(OC)=O.Cl.[NH2:16][C:17]([NH2:19])=[NH:18].Cl. The catalyst is CN(C=O)C.CO. The product is [CH3:1][C:5]1[C:4](=[O:8])[NH:16][C:17]([NH2:19])=[N:18][CH:6]=1. The yield is 0.584. (2) The reactants are [CH:1]1([CH:7]([NH:18][C:19]2[CH:28]=[CH:27][C:22]([C:23]([O:25]C)=[O:24])=[CH:21][CH:20]=2)[C:8]2[O:16][C:11]3=[N:12][CH:13]=[CH:14][CH:15]=[C:10]3[C:9]=2[CH3:17])[CH2:6][CH2:5][CH2:4][CH2:3][CH2:2]1.O1CCCC1.[OH-].[Na+]. The catalyst is C(O)C. The product is [CH:1]1([CH:7]([NH:18][C:19]2[CH:20]=[CH:21][C:22]([C:23]([OH:25])=[O:24])=[CH:27][CH:28]=2)[C:8]2[O:16][C:11]3=[N:12][CH:13]=[CH:14][CH:15]=[C:10]3[C:9]=2[CH3:17])[CH2:6][CH2:5][CH2:4][CH2:3][CH2:2]1. The yield is 0.750. (3) The reactants are C(O[CH:4]=[C:5]1[C:16]2[C:8](=[CH:9][CH:10]=[C:11]3[C:15]=2[S:14][CH:13]=[N:12]3)[NH:7][C:6]1=[O:17])C.[CH:18]1[CH:19]=[CH:20][N:21]=[C:22]([NH:24][S:25]([C:28]2[CH:29]=[CH:30][C:31]([NH2:34])=[CH:32][CH:33]=2)(=[O:27])=[O:26])[CH:23]=1.C(O)C. The catalyst is O. The product is [O:17]=[C:6]1[C:5](=[CH:4][NH:34][C:31]2[CH:30]=[CH:29][C:28]([S:25]([NH:24][C:22]3[CH:23]=[CH:18][CH:19]=[CH:20][N:21]=3)(=[O:27])=[O:26])=[CH:33][CH:32]=2)[C:16]2[C:8](=[CH:9][CH:10]=[C:11]3[C:15]=2[S:14][CH:13]=[N:12]3)[NH:7]1. The yield is 0.710. (4) The reactants are [C:1]([NH:4][C:5]1[S:9][C:8]2[C:10]([O:15][CH2:16][CH2:17][N:18]([CH2:21][CH3:22])[CH2:19][CH3:20])=[C:11](Br)[CH:12]=[CH:13][C:7]=2[C:6]=1[C:23]([O:25][CH2:26][CH3:27])=[O:24])(=[O:3])[CH3:2].[C:28]1(B(O)O)[CH:33]=[CH:32][CH:31]=[CH:30][CH:29]=1.P([O-])([O-])([O-])=O.[K+].[K+].[K+]. The catalyst is C(#N)C.O. The product is [C:1]([NH:4][C:5]1[S:9][C:8]2[C:10]([O:15][CH2:16][CH2:17][N:18]([CH2:21][CH3:22])[CH2:19][CH3:20])=[C:11]([C:28]3[CH:33]=[CH:32][CH:31]=[CH:30][CH:29]=3)[CH:12]=[CH:13][C:7]=2[C:6]=1[C:23]([O:25][CH2:26][CH3:27])=[O:24])(=[O:3])[CH3:2]. The yield is 0.820. (5) The reactants are [CH2:1]([O:8][C:9](=[O:17])[CH2:10][CH2:11][C@@H:12]([C:14]([OH:16])=[O:15])N)[C:2]1[CH:7]=[CH:6][CH:5]=[CH:4][CH:3]=1.[Br-:18].[Na+].N([O-])=O.[Na+].S(=O)(=O)(O)O. The catalyst is Br.C(OCC)C. The product is [CH2:1]([O:8][C:9](=[O:17])[CH2:10][CH2:11][CH:12]([Br:18])[C:14]([OH:16])=[O:15])[C:2]1[CH:7]=[CH:6][CH:5]=[CH:4][CH:3]=1. The yield is 0.460. (6) No catalyst specified. The reactants are [CH:1]1([CH:7]([C:9]2[C:10]([CH2:20][CH2:21][C:22]3[CH:27]=[CH:26][CH:25]=[CH:24][CH:23]=3)=[N:11][N:12]([C:14]3[CH:19]=[CH:18][CH:17]=[CH:16][CH:15]=3)[CH:13]=2)O)[CH2:6][CH2:5][CH2:4][CH2:3][CH2:2]1.[NH2:28][C:29]1[CH:34]=[CH:33][C:32]([C:35]([N:37]([CH3:45])[CH2:38][CH2:39][C:40]([O:42]CC)=[O:41])=[O:36])=[CH:31][CH:30]=1. The yield is 0.470. The product is [CH:1]1([CH:7]([NH:28][C:29]2[CH:30]=[CH:31][C:32]([C:35]([N:37]([CH3:45])[CH2:38][CH2:39][C:40]([OH:42])=[O:41])=[O:36])=[CH:33][CH:34]=2)[C:9]2[C:10]([CH2:20][CH2:21][C:22]3[CH:27]=[CH:26][CH:25]=[CH:24][CH:23]=3)=[N:11][N:12]([C:14]3[CH:19]=[CH:18][CH:17]=[CH:16][CH:15]=3)[CH:13]=2)[CH2:6][CH2:5][CH2:4][CH2:3][CH2:2]1. (7) The reactants are [O:1]=[S:2]1(=[O:32])[C:7]2[CH:8]=[CH:9][CH:10]=[CH:11][C:6]=2[NH:5][C:4]([C:12]2[C:13](=[O:31])[N:14]([N:23]=[C:24]([CH2:28][CH2:29][CH3:30])[CH2:25][CH2:26][CH3:27])[C:15]3[C:20]([C:21]=2[OH:22])=[CH:19][CH:18]=[CH:17][CH:16]=3)=[N:3]1.CO.[BH4-].[Li+].Cl. The catalyst is O1CCCC1.O. The product is [CH2:25]([CH:24]([NH:23][N:14]1[C:15]2[C:20](=[CH:19][CH:18]=[CH:17][CH:16]=2)[C:21]([OH:22])=[C:12]([C:4]2[NH:5][C:6]3[CH:11]=[CH:10][CH:9]=[CH:8][C:7]=3[S:2](=[O:1])(=[O:32])[N:3]=2)[C:13]1=[O:31])[CH2:28][CH2:29][CH3:30])[CH2:26][CH3:27]. The yield is 0.400. (8) The catalyst is C(Cl)Cl. The reactants are [OH:1][C:2]1[CH:7]=[CH:6][C:5]([C:8](=[O:10])[CH3:9])=[CH:4][C:3]=1[CH3:11].[S:12](O[S:12]([C:15]([F:18])([F:17])[F:16])(=[O:14])=[O:13])([C:15]([F:18])([F:17])[F:16])(=[O:14])=[O:13].C(N(CC)CC)C. The product is [F:16][C:15]([F:18])([F:17])[S:12]([O:1][C:2]1[CH:7]=[CH:6][C:5]([C:8](=[O:10])[CH3:9])=[CH:4][C:3]=1[CH3:11])(=[O:14])=[O:13]. The yield is 0.850. (9) The reactants are [C:1]1([C@@H:7]([CH3:11])[C:8](Cl)=[O:9])[CH:6]=[CH:5][CH:4]=[CH:3][CH:2]=1.C1([C@@H](C)C(O)=O)C=CC=CC=1.[C:23]([N:26]1[N:30]=[C:29]([NH2:31])[S:28][C:27]1([CH2:38][CH2:39][NH:40][S:41]([CH3:44])(=[O:43])=[O:42])[C:32]1[CH:37]=[CH:36][CH:35]=[CH:34][CH:33]=1)(=[O:25])[CH3:24].N1C=CC=CC=1. The yield is 0.120. The product is [C:23]([N:26]1[C:27]([CH2:38][CH2:39][NH:40][S:41]([CH3:44])(=[O:42])=[O:43])([C:32]2[CH:37]=[CH:36][CH:35]=[CH:34][CH:33]=2)[S:28][C:29]([NH:31][C:8](=[O:9])[CH:7]([C:1]2[CH:6]=[CH:5][CH:4]=[CH:3][CH:2]=2)[CH3:11])=[N:30]1)(=[O:25])[CH3:24]. The catalyst is S(Cl)(Cl)=O.